Dataset: Forward reaction prediction with 1.9M reactions from USPTO patents (1976-2016). Task: Predict the product of the given reaction. Given the reactants [NH2:1][CH:2]([C:10]1[C:11]([O:18][CH3:19])=[N:12][CH:13]=[N:14][C:15]=1[O:16][CH3:17])[CH2:3][CH2:4][CH2:5][C:6]([O:8]C)=O.[C:20]1([C:26]2[S:27][CH:28]=[C:29]([CH:31]=O)[N:30]=2)[CH:25]=[CH:24][CH:23]=[CH:22][CH:21]=1, predict the reaction product. The product is: [CH3:19][O:18][C:11]1[C:10]([CH:2]2[N:1]([CH2:31][C:29]3[N:30]=[C:26]([C:20]4[CH:21]=[CH:22][CH:23]=[CH:24][CH:25]=4)[S:27][CH:28]=3)[C:6](=[O:8])[CH2:5][CH2:4][CH2:3]2)=[C:15]([O:16][CH3:17])[N:14]=[CH:13][N:12]=1.